Dataset: Catalyst prediction with 721,799 reactions and 888 catalyst types from USPTO. Task: Predict which catalyst facilitates the given reaction. (1) Reactant: CCOC(C)=O.[H-].[Na+].C[O:10][C:11]1[CH:12]=[C:13]([SH:17])[CH:14]=[CH:15][CH:16]=1.Br[C:19]1[N:20]([CH2:29][CH2:30][CH2:31][CH3:32])[C:21]2[C:26]([N:27]=1)=[C:25]([NH2:28])[N:24]=[CH:23][N:22]=2. Product: [NH2:28][C:25]1[N:24]=[CH:23][N:22]=[C:21]2[C:26]=1[N:27]=[C:19]([S:17][C:13]1[CH:12]=[C:11]([OH:10])[CH:16]=[CH:15][CH:14]=1)[N:20]2[CH2:29][CH2:30][CH2:31][CH3:32]. The catalyst class is: 3. (2) Reactant: [NH:1]1[C:5]2[CH2:6][NH:7][CH2:8][CH2:9][C:4]=2[CH:3]=[C:2]1[C:10]([O:12][CH2:13][CH3:14])=[O:11].C(N(CC)CC)C.[CH3:22][C:23]([O:26][C:27](O[C:27]([O:26][C:23]([CH3:25])([CH3:24])[CH3:22])=[O:28])=[O:28])([CH3:25])[CH3:24]. Product: [NH:1]1[C:5]2[CH2:6][N:7]([C:27]([O:26][C:23]([CH3:25])([CH3:24])[CH3:22])=[O:28])[CH2:8][CH2:9][C:4]=2[CH:3]=[C:2]1[C:10]([O:12][CH2:13][CH3:14])=[O:11]. The catalyst class is: 2. (3) Reactant: CC(C)([O-])C.[K+].[F:7][C:8]1[CH:13]=[C:12]([F:14])[CH:11]=[CH:10][C:9]=1[N:15]1[C:19]2=[N:20][C:21]([CH3:25])=[N:22][C:23]([NH2:24])=[C:18]2[CH:17]=[N:16]1.[F:26][C:27]1[CH:28]=[CH:29][C:30]([O:44][CH3:45])=[C:31]([C:33]([CH3:43])([CH3:42])[CH2:34][C@@:35]2([C:38]([F:41])([F:40])[F:39])[CH2:37][O:36]2)[CH:32]=1. Product: [F:7][C:8]1[CH:13]=[C:12]([F:14])[CH:11]=[CH:10][C:9]=1[N:15]1[C:19]2=[N:20][C:21]([CH3:25])=[N:22][C:23]([NH:24][CH2:37][C@@:35]([OH:36])([CH2:34][C:33]([C:31]3[CH:32]=[C:27]([F:26])[CH:28]=[CH:29][C:30]=3[O:44][CH3:45])([CH3:42])[CH3:43])[C:38]([F:40])([F:39])[F:41])=[C:18]2[CH:17]=[N:16]1. The catalyst class is: 405. (4) Reactant: [C:1](N1C=CN=C1)(N1C=CN=C1)=[O:2].[O:13]1[CH2:18][CH2:17][N:16]([C:19]2[CH:25]=[CH:24][C:22]([NH2:23])=[CH:21][CH:20]=2)[CH2:15][CH2:14]1.[OH:26][CH2:27][CH:28]1[O:32][C:31]2=[N:33][C:34]([N+:36]([O-:38])=[O:37])=[CH:35][N:30]2[CH2:29]1.O. Product: [O:13]1[CH2:14][CH2:15][N:16]([C:19]2[CH:25]=[CH:24][C:22]([NH:23][C:1](=[O:2])[O:26][CH2:27][CH:28]3[O:32][C:31]4=[N:33][C:34]([N+:36]([O-:38])=[O:37])=[CH:35][N:30]4[CH2:29]3)=[CH:21][CH:20]=2)[CH2:17][CH2:18]1. The catalyst class is: 118. (5) Reactant: F.F.F.C([N:6]([CH2:9]C)[CH2:7]C)C.[Si]([O:28][CH2:29][C@H:30]1[O:34][C@@H:33]([N:35]2[CH:42]=[C:41]([CH3:43])[C:39](=[O:40])[NH:38][C:36]2=[O:37])[C@:32](CCON(C)C)([OH:44])[C@@H:31]1[OH:51])(C(C)(C)C)(C1C=CC=CC=1)C1C=CC=CC=1.CO.C1C[O:57][CH2:56][CH2:55]1. Product: [CH3:9][N:6]([CH3:7])[O:57][CH2:56][CH2:55][O:44][C@@H:32]1[C@H:31]([OH:51])[C@@H:30]([CH2:29][OH:28])[O:34][C@H:33]1[N:35]1[CH:42]=[C:41]([CH3:43])[C:39](=[O:40])[NH:38][C:36]1=[O:37]. The catalyst class is: 2. (6) The catalyst class is: 1. Product: [Br:52][CH2:53][CH2:54][O:55][C:30]1[CH:31]=[CH:32][C:2]([Cl:1])=[C:3]([CH:29]=1)[C:4]([NH2:6])=[O:5]. Reactant: [Cl:1][C:2]1[CH:32]=[CH:31][CH:30]=[CH:29][C:3]=1[C:4]([NH:6]C(=O)NC1SC2C=C(S(CCNC3CCC3)(=O)=O)C=CC=2N=1)=[O:5].C1(P(C2C=CC=CC=2)C2C=CC=CC=2)C=CC=CC=1.[Br:52][CH2:53][CH2:54][OH:55].N(C(OC(C)(C)C)=O)=NC(OC(C)(C)C)=O.